Dataset: CYP3A4 inhibition data for predicting drug metabolism from PubChem BioAssay. Task: Regression/Classification. Given a drug SMILES string, predict its absorption, distribution, metabolism, or excretion properties. Task type varies by dataset: regression for continuous measurements (e.g., permeability, clearance, half-life) or binary classification for categorical outcomes (e.g., BBB penetration, CYP inhibition). Dataset: cyp3a4_veith. (1) The molecule is Clc1ccc(CC[C@H](Cn2ccnc2)Sc2c(Cl)cccc2Cl)cc1. The result is 1 (inhibitor). (2) The molecule is CN(C)CCCNc1ncnc2nc[nH]c12. The result is 0 (non-inhibitor). (3) The result is 0 (non-inhibitor). The compound is O=S(=O)(c1ccc(Br)cc1)N1CCN(S(=O)(=O)c2ccc(Br)cc2)CC1. (4) The molecule is c1cncc(-c2nnc3n2C2(CCCCC2)Cc2ccccc2-3)c1. The result is 1 (inhibitor).